This data is from Full USPTO retrosynthesis dataset with 1.9M reactions from patents (1976-2016). The task is: Predict the reactants needed to synthesize the given product. (1) Given the product [C:1]([C:4]1[CH:5]=[C:6]([CH:11]=[C:12]([C:14](=[O:24])[NH:15][C@@H:16]([C:18]2[CH:19]=[CH:20][CH:21]=[CH:22][CH:23]=2)[CH3:17])[CH:13]=1)[C:7]([OH:9])=[O:8])(=[O:3])[CH3:2], predict the reactants needed to synthesize it. The reactants are: [C:1]([C:4]1[CH:5]=[C:6]([CH:11]=[C:12]([C:14](=[O:24])[NH:15][C@@H:16]([C:18]2[CH:23]=[CH:22][CH:21]=[CH:20][CH:19]=2)[CH3:17])[CH:13]=1)[C:7]([O:9]C)=[O:8])(=[O:3])[CH3:2].CO.O.[Li+].[OH-]. (2) Given the product [CH:1]1([C:7]2[C:8]([O:16][CH2:17][C:18]([F:21])([F:20])[F:19])=[N:9][CH:10]=[C:11]([CH:15]=2)[C:12]([NH:29][CH2:28][C:26]2[O:25][N:24]=[C:23]([CH3:22])[N:27]=2)=[O:14])[CH2:2][CH2:3][CH2:4][CH2:5][CH2:6]1, predict the reactants needed to synthesize it. The reactants are: [CH:1]1([C:7]2[C:8]([O:16][CH2:17][C:18]([F:21])([F:20])[F:19])=[N:9][CH:10]=[C:11]([CH:15]=2)[C:12]([OH:14])=O)[CH2:6][CH2:5][CH2:4][CH2:3][CH2:2]1.[CH3:22][C:23]1[N:27]=[C:26]([CH2:28][NH2:29])[O:25][N:24]=1. (3) Given the product [C:1](/[N:3]=[C:4](\[S:15][CH3:16])/[N:5]([CH3:19])[C:6]1[CH:7]=[C:8]([Cl:14])[C:9]([Cl:13])=[C:10]([Cl:12])[CH:11]=1)#[N:2], predict the reactants needed to synthesize it. The reactants are: [C:1](/[N:3]=[C:4](\[S:15][CH3:16])/[NH:5][C:6]1[CH:11]=[C:10]([Cl:12])[C:9]([Cl:13])=[C:8]([Cl:14])[CH:7]=1)#[N:2].[H-].[Na+].[CH3:19]I. (4) Given the product [CH2:17]([O:16][C:14](=[O:15])[CH2:13][N:10]1[CH:9]=[C:8]([C:4]2[CH:5]=[CH:6][CH:7]=[C:2]([Br:1])[N:3]=2)[N:12]=[N:11]1)[CH3:18], predict the reactants needed to synthesize it. The reactants are: [Br:1][C:2]1[CH:7]=[CH:6][CH:5]=[C:4]([C:8]#[CH:9])[N:3]=1.[N:10]([CH2:13][C:14]([O:16][CH2:17][CH3:18])=[O:15])=[N+:11]=[N-:12].O=C1O[C@H]([C@H](CO)O)C([O-])=C1O.[Na+]. (5) Given the product [CH2:14]([O:13][C:11]([C:6]1[CH2:7][CH2:8][CH2:9][CH2:10][C:5]=1[NH2:1])=[O:12])[CH3:15], predict the reactants needed to synthesize it. The reactants are: [NH3:1].CO.O=[C:5]1[CH2:10][CH2:9][CH2:8][CH2:7][CH:6]1[C:11]([O:13][CH2:14][CH3:15])=[O:12]. (6) Given the product [Cl:22][C:23]1[CH:28]=[CH:27][C:26]([S:29]([C:2]2[NH:21][C:5]3[N:6]=[CH:7][N:8]=[C:9]([NH:10][C:11]4[CH:20]=[CH:19][C:14]5[NH:15][C:16](=[O:18])[S:17][C:13]=5[CH:12]=4)[C:4]=3[CH:3]=2)(=[O:31])=[O:30])=[CH:25][CH:24]=1, predict the reactants needed to synthesize it. The reactants are: Br[C:2]1[NH:21][C:5]2[N:6]=[CH:7][N:8]=[C:9]([NH:10][C:11]3[CH:20]=[CH:19][C:14]4[NH:15][C:16](=[O:18])[S:17][C:13]=4[CH:12]=3)[C:4]=2[CH:3]=1.[Cl:22][C:23]1[CH:28]=[CH:27][C:26]([S:29]([O-:31])=[O:30])=[CH:25][CH:24]=1.[Na+].CN(C)CCN. (7) Given the product [F:15][C:16]1[C:21]([F:22])=[C:20]([CH3:23])[CH:19]=[CH:18][C:17]=1[CH2:24][O:1][C:2]1[N:6]([C:7]2[CH:12]=[C:11]([C:13]#[N:14])[CH:10]=[CH:9][N:8]=2)[N:5]=[CH:4][CH:3]=1, predict the reactants needed to synthesize it. The reactants are: [OH:1][C:2]1[N:6]([C:7]2[CH:12]=[C:11]([C:13]#[N:14])[CH:10]=[CH:9][N:8]=2)[N:5]=[CH:4][CH:3]=1.[F:15][C:16]1[C:21]([F:22])=[C:20]([CH3:23])[CH:19]=[CH:18][C:17]=1[CH2:24]O. (8) Given the product [Br:12][C:13]1[CH:18]=[CH:17][C:16]([C:2]2[C:3]3[N:4]([N:8]=[C:9]([Cl:11])[N:10]=3)[CH:5]=[CH:6][CH:7]=2)=[CH:15][CH:14]=1, predict the reactants needed to synthesize it. The reactants are: Br[C:2]1[C:3]2[N:4]([N:8]=[C:9]([Cl:11])[N:10]=2)[CH:5]=[CH:6][CH:7]=1.[Br:12][C:13]1[CH:18]=[CH:17][C:16](B(O)O)=[CH:15][CH:14]=1.